Task: Predict the product of the given reaction.. Dataset: Forward reaction prediction with 1.9M reactions from USPTO patents (1976-2016) (1) Given the reactants [CH2:1]([O:8][C:9]([N:11]1[CH2:15][C@H:14](O)[CH2:13][C@H:12]1[C:17]1[O:18][C:19]([CH3:22])=[CH:20][N:21]=1)=[O:10])[C:2]1[CH:7]=[CH:6][CH:5]=[CH:4][CH:3]=1.C(OC([N:33]1C[C@@H](N)C[C@H]1C1OC=CN=1)=O)C1C=CC=CC=1, predict the reaction product. The product is: [CH2:1]([O:8][C:9]([N:11]1[CH2:15][C@@H:14]([NH2:33])[CH2:13][C@H:12]1[C:17]1[O:18][C:19]([CH3:22])=[CH:20][N:21]=1)=[O:10])[C:2]1[CH:7]=[CH:6][CH:5]=[CH:4][CH:3]=1. (2) Given the reactants FC(F)(F)S(O[C:7]1[CH2:12][CH2:11][CH:10]([CH2:13][C:14]([O:16][CH3:17])=[O:15])[CH2:9][CH:8]=1)(=O)=O.[CH3:20][C:21]1([CH3:37])[C:25]([CH3:27])([CH3:26])[O:24][B:23]([B:23]2[O:24][C:25]([CH3:27])([CH3:26])[C:21]([CH3:37])([CH3:20])[O:22]2)[O:22]1.C([O-])(=O)C.[K+], predict the reaction product. The product is: [CH3:20][C:21]1([CH3:37])[C:25]([CH3:27])([CH3:26])[O:24][B:23]([C:7]2[CH2:12][CH2:11][CH:10]([CH2:13][C:14]([O:16][CH3:17])=[O:15])[CH2:9][CH:8]=2)[O:22]1. (3) Given the reactants N[C@@H](C(C1C=CC=CC=1)C1C=CC=CC=1)[C:3](NCCC(C)C[C@H](N(CCC(C)C)S(C1C=CC(C)=CC=1)(=O)=O)CO)=[O:4].[N+:43]([C:46]1[CH:51]=[CH:50][C:49]([S:52]([NH:55][CH:56]([CH2:60][CH:61]=[CH2:62])[C:57]([O-:59])=[O:58])(=[O:54])=[O:53])=[CH:48][CH:47]=1)([O-:45])=[O:44].[CH3:63]CO.C(=O)/C=C/C, predict the reaction product. The product is: [N+:43]([C:46]1[CH:51]=[CH:50][C:49]([S:52]([NH:55][C@@H:56]([CH2:60]/[CH:61]=[CH:62]/[CH:3]=[O:4])[C:57]([O:59][CH3:63])=[O:58])(=[O:54])=[O:53])=[CH:48][CH:47]=1)([O-:45])=[O:44]. (4) Given the reactants C1(P(C2C=CC=CC=2)(C2C=CC=CC=2)=[CH:8][C:9]([O:11][C:12]([CH3:15])([CH3:14])[CH3:13])=[O:10])C=CC=CC=1.[C:28]1(=[O:35])[CH2:33][CH2:32][C:31](=O)[CH2:30][CH2:29]1, predict the reaction product. The product is: [O:35]=[C:28]1[CH2:29][CH2:30][C:31](=[CH:8][C:9]([O:11][C:12]([CH3:15])([CH3:14])[CH3:13])=[O:10])[CH2:32][CH2:33]1.